This data is from Reaction yield outcomes from USPTO patents with 853,638 reactions. The task is: Predict the reaction yield, written as a fraction of the theoretical maximum amount of product (1.0 means a 100% yield; for example, 0.34 means a 34% yield). (1) The reactants are [CH3:1][CH:2]1[CH:7]=[C:6]([CH3:8])[CH2:5][CH2:4][C:3]1([CH:11]([OH:13])[CH3:12])[CH:9]=[CH2:10].C1C=C[NH+]=CC=1.[O-][Cr](Cl)(=O)=O. The catalyst is C(Cl)Cl.CCCCCC. The product is [CH3:1][CH:2]1[CH:7]=[C:6]([CH3:8])[CH2:5][CH2:4][C:3]1([C:11](=[O:13])[CH3:12])[CH:9]=[CH2:10]. The yield is 0.830. (2) The reactants are [C:1]([C:3]1[CH:8]=[CH:7][CH:6]=[CH:5][C:4]=1[C:9]1[CH:14]=[CH:13][C:12]([CH2:15][CH:16]([C:22](=O)[CH2:23][CH2:24][CH3:25])[C:17](OCC)=[O:18])=[C:11]([F:27])[CH:10]=1)#[N:2].[O:28]1[CH2:33][CH2:32][CH:31]([NH:34][C:35]2[NH:39][CH:38]=[N:37][N:36]=2)[CH2:30][CH2:29]1. No catalyst specified. The product is [F:27][C:11]1[CH:10]=[C:9]([C:4]2[C:3]([C:1]#[N:2])=[CH:8][CH:7]=[CH:6][CH:5]=2)[CH:14]=[CH:13][C:12]=1[CH2:15][C:16]1[C:17](=[O:18])[N:34]([CH:31]2[CH2:32][CH2:33][O:28][CH2:29][CH2:30]2)[C:35]2[N:36]([N:37]=[CH:38][N:39]=2)[C:22]=1[CH2:23][CH2:24][CH3:25]. The yield is 0.810. (3) The reactants are Cl[C:2]1[C:11]2[C:6](=[CH:7][C:8]([CH2:12][O:13][C:14]3[CH:21]=[CH:20][C:17]([C:18]#[N:19])=[CH:16][CH:15]=3)=[CH:9][CH:10]=2)[N:5]=[C:4]([CH3:22])[CH:3]=1. The catalyst is N1CCCCC1. The product is [CH3:22][C:4]1[CH:3]=[C:2]([N:5]2[CH2:6][CH2:11][CH2:2][CH2:3][CH2:4]2)[C:11]2[C:6](=[CH:7][C:8]([CH2:12][O:13][C:14]3[CH:21]=[CH:20][C:17]([C:18]#[N:19])=[CH:16][CH:15]=3)=[CH:9][CH:10]=2)[N:5]=1. The yield is 0.320. (4) The reactants are [F:1][C:2]1[CH:8]=[CH:7][CH:6]=[CH:5][C:3]=1[NH2:4].[Br:9][C:10]1[C:11]([F:21])=[C:12]([F:20])[C:13](F)=[C:14]([CH:18]=1)[C:15]([OH:17])=[O:16].[Li+].C[Si]([N-][Si](C)(C)C)(C)C. The catalyst is C1COCC1. The product is [Br:9][C:10]1[C:11]([F:21])=[C:12]([F:20])[C:13]([NH:4][C:3]2[CH:5]=[CH:6][CH:7]=[CH:8][C:2]=2[F:1])=[C:14]([CH:18]=1)[C:15]([OH:17])=[O:16]. The yield is 0.888.